Dataset: Catalyst prediction with 721,799 reactions and 888 catalyst types from USPTO. Task: Predict which catalyst facilitates the given reaction. (1) Reactant: [S:1]1[C:5]2[CH:6]=[CH:7][CH:8]=[CH:9][C:4]=2[C:3]([CH2:10][CH2:11][CH2:12][NH2:13])=[CH:2]1.[CH3:14][O:15][C:16]1[CH:25]=[CH:24][CH:23]=[C:22]2[C:17]=1[CH2:18][C:19](=O)[CH2:20][O:21]2.C(O)(=O)C.C(O[BH-](OC(=O)C)OC(=O)C)(=O)C.[Na+]. Product: [S:1]1[C:5]2[CH:6]=[CH:7][CH:8]=[CH:9][C:4]=2[C:3]([CH2:10][CH2:11][CH2:12][NH:13][CH:19]2[CH2:18][C:17]3[C:22](=[CH:23][CH:24]=[CH:25][C:16]=3[O:15][CH3:14])[O:21][CH2:20]2)=[CH:2]1. The catalyst class is: 26. (2) Reactant: [Cl:1][C:2]1[CH:3]=[N:4][CH:5]=[C:6]([F:9])[C:7]=1I.[CH3:10][N:11]1[CH2:16][CH2:15][NH:14][CH2:13][CH2:12]1.CCN(C(C)C)C(C)C. Product: [Cl:1][C:2]1[CH:3]=[N:4][CH:5]=[C:6]([F:9])[C:7]=1[N:14]1[CH2:15][CH2:16][N:11]([CH3:10])[CH2:12][CH2:13]1. The catalyst class is: 23. (3) Product: [CH:1]1([O:6][C:7](=[O:33])[C@@H:8]([N:15]([CH2:23][C:24]2[CH:29]=[CH:28][CH:27]=[C:26]([NH2:30])[CH:25]=2)[C:16]([O:18][C:19]([CH3:22])([CH3:21])[CH3:20])=[O:17])[C:9]2[CH:14]=[CH:13][CH:12]=[CH:11][CH:10]=2)[CH2:5][CH2:4][CH2:3][CH2:2]1. Reactant: [CH:1]1([O:6][C:7](=[O:33])[C@@H:8]([N:15]([CH2:23][C:24]2[CH:29]=[CH:28][CH:27]=[C:26]([N+:30]([O-])=O)[CH:25]=2)[C:16]([O:18][C:19]([CH3:22])([CH3:21])[CH3:20])=[O:17])[C:9]2[CH:14]=[CH:13][CH:12]=[CH:11][CH:10]=2)[CH2:5][CH2:4][CH2:3][CH2:2]1. The catalyst class is: 29. (4) Reactant: [Na].[N:2]1([CH2:8][CH2:9][CH2:10][OH:11])[CH2:7][CH2:6][O:5][CH2:4][CH2:3]1.[Cl:12][C:13]1[CH:14]=[C:15]([NH:21][C:22]2[C:31]3[C:26](=[CH:27][C:28](F)=[C:29]([N+:32]([O-:34])=[O:33])[CH:30]=3)[N:25]=[CH:24][N:23]=2)[C:16]([F:20])=[CH:17][C:18]=1[Cl:19]. Product: [Cl:12][C:13]1[CH:14]=[C:15]([NH:21][C:22]2[C:31]3[C:26](=[CH:27][C:28]([O:11][CH2:10][CH2:9][CH2:8][N:2]4[CH2:7][CH2:6][O:5][CH2:4][CH2:3]4)=[C:29]([N+:32]([O-:34])=[O:33])[CH:30]=3)[N:25]=[CH:24][N:23]=2)[C:16]([F:20])=[CH:17][C:18]=1[Cl:19]. The catalyst class is: 1.